Dataset: Experimentally validated miRNA-target interactions with 360,000+ pairs, plus equal number of negative samples. Task: Binary Classification. Given a miRNA mature sequence and a target amino acid sequence, predict their likelihood of interaction. The protein sequence of the target gene is MEATRRRQHLGATGGPGAQLGASFLQARHGSVSADEAARTAPFHLDLWFYFTLQNWVLDFGRPIAMLVFPLEWFPLNKPSVGDYFHMAYNVITPFLLLKLIERSPRTLPRSITYVSIIIFIMGASIHLVGDSVNHRLLFSGYQHHLSVRENPIIKNLKPETLIDSFELLYYYDEYLGHCMWYIPFFLILFMYFSGCFTASKAESLIPGPALLLVAPSGLYYWYLVTEGQIFILFIFTFFAMLALVLHQKRKRLFLDSNGLFLFSSFALTLLLVALWVAWLWNDPVLRKKYPGVIYVPEPW.... Result: 1 (interaction). The miRNA is hsa-miR-5092 with sequence AAUCCACGCUGAGCUUGGCAUC.